This data is from Reaction yield outcomes from USPTO patents with 853,638 reactions. The task is: Predict the reaction yield, written as a fraction of the theoretical maximum amount of product (1.0 means a 100% yield; for example, 0.34 means a 34% yield). (1) The reactants are Cl.[CH2:2]([O:9][C:10]1[CH:21]=[CH:20][CH:19]=[CH:18][C:11]=1[O:12][CH2:13][CH2:14][N:15]([CH3:17])[CH3:16])[C:3]1C=CC=CC=1.C1(=O)OCC[O:23]1.C(=O)([O-])[O-].[K+].[K+]. The catalyst is CN(C=O)C. The product is [CH3:17][N:15]([CH3:16])[CH2:14][CH2:13][O:12][C:11]1[CH:18]=[CH:19][CH:20]=[CH:21][C:10]=1[O:9][CH2:2][CH2:3][OH:23]. The yield is 0.760. (2) The reactants are [CH3:1][O:2][C:3]1[C:4]([O:12][CH2:13][CH2:14][CH3:15])=[C:5]([CH2:9][NH:10][CH3:11])[CH:6]=[CH:7][CH:8]=1.[O:16]=[C:17]1[CH2:22][O:21][C:20]2[CH:23]=[C:24](/[CH:27]=[CH:28]/[C:29]([OH:31])=O)[CH:25]=[N:26][C:19]=2[NH:18]1.ON1C2C=CC=CC=2N=N1.C(N(C(C)C)CC)(C)C.CN(C)CCCN=C=NCC. The catalyst is CN(C=O)C. The product is [CH3:1][O:2][C:3]1[C:4]([O:12][CH2:13][CH2:14][CH3:15])=[C:5]([CH:6]=[CH:7][CH:8]=1)[CH2:9][N:10]([CH3:11])[C:29](=[O:31])/[CH:28]=[CH:27]/[C:24]1[CH:25]=[N:26][C:19]2[NH:18][C:17](=[O:16])[CH2:22][O:21][C:20]=2[CH:23]=1. The yield is 0.360.